This data is from Full USPTO retrosynthesis dataset with 1.9M reactions from patents (1976-2016). The task is: Predict the reactants needed to synthesize the given product. (1) Given the product [F:10][C:9]([F:12])([F:11])[O:8][C:4]1[CH:5]=[CH:6][C:7]([C:17]#[C:16][CH2:15][CH2:14][CH2:13][OH:18])=[CH:2][CH:3]=1, predict the reactants needed to synthesize it. The reactants are: I[C:2]1[CH:7]=[CH:6][CH:5]=[C:4]([O:8][C:9]([F:12])([F:11])[F:10])[CH:3]=1.[CH2:13]([OH:18])[CH2:14][CH2:15][C:16]#[CH:17]. (2) Given the product [NH:43]([C:35]([C:34]1[CH:38]=[CH:39][C:31]([NH:30][C:28]([C@H:9]2[C@H:8]([C:4]3[CH:5]=[CH:6][CH:7]=[C:2]([Cl:1])[C:3]=3[F:42])[C@:12]([C:15]3[CH:20]=[CH:19][C:18]([Cl:21])=[CH:17][C:16]=3[F:22])([C:13]#[N:14])[C@H:11]([CH2:23][C:24]([CH3:25])([CH3:26])[CH3:27])[NH:10]2)=[O:29])=[C:32]([O:40][CH3:41])[CH:33]=1)=[O:36])[NH2:44], predict the reactants needed to synthesize it. The reactants are: [Cl:1][C:2]1[C:3]([F:42])=[C:4]([C@@H:8]2[C@:12]([C:15]3[CH:20]=[CH:19][C:18]([Cl:21])=[CH:17][C:16]=3[F:22])([C:13]#[N:14])[C@H:11]([CH2:23][C:24]([CH3:27])([CH3:26])[CH3:25])[NH:10][C@H:9]2[C:28]([NH:30][C:31]2[CH:39]=[CH:38][C:34]([C:35](O)=[O:36])=[CH:33][C:32]=2[O:40][CH3:41])=[O:29])[CH:5]=[CH:6][CH:7]=1.[NH2:43][NH2:44]. (3) The reactants are: [CH3:1][S:2][C:3]1[CH:8]=[CH:7][C:6]([C:9]2[C:13]3[CH:14]=[C:15]([C:18]([NH:20][NH2:21])=[O:19])[CH:16]=[CH:17][C:12]=3[O:11][CH:10]=2)=[CH:5][CH:4]=1.[C:22](OCC)(OCC)(OCC)[CH2:23][CH3:24]. Given the product [CH2:23]([C:24]1[O:19][C:18]([C:15]2[CH:16]=[CH:17][C:12]3[O:11][CH:10]=[C:9]([C:6]4[CH:5]=[CH:4][C:3]([S:2][CH3:1])=[CH:8][CH:7]=4)[C:13]=3[CH:14]=2)=[N:20][N:21]=1)[CH3:22], predict the reactants needed to synthesize it. (4) Given the product [O:8]1[C:12]2[CH:13]=[CH:14][CH:15]=[CH:16][C:11]=2[CH:10]=[C:9]1[C:17]1[N:22]=[C:21]([NH:7][C:4]2[CH:3]=[C:2]([CH3:1])[NH:6][N:5]=2)[CH:20]=[C:19]([Cl:24])[N:18]=1, predict the reactants needed to synthesize it. The reactants are: [CH3:1][C:2]1[NH:6][N:5]=[C:4]([NH2:7])[CH:3]=1.[O:8]1[C:12]2[CH:13]=[CH:14][CH:15]=[CH:16][C:11]=2[CH:10]=[C:9]1[C:17]1[N:22]=[C:21](Cl)[CH:20]=[C:19]([Cl:24])[N:18]=1.C(N(C(C)C)CC)(C)C.[I-].[Na+]. (5) Given the product [CH2:33]([N:28]1[CH:29]=[C:9]2[C:10]([N:11]=[C:12]([C:20]3[CH:25]=[CH:24][C:23]([F:26])=[CH:22][CH:21]=3)[C:13]([C:14]3[CH:15]=[CH:16][N:17]=[CH:18][CH:19]=3)=[C:8]2[C:5]2[CH:6]=[CH:7][C:2]([F:1])=[CH:3][CH:4]=2)=[N:27]1)[CH3:34].[CH2:33]([N:27]1[C:10]2=[N:11][C:12]([C:20]3[CH:25]=[CH:24][C:23]([F:26])=[CH:22][CH:21]=3)=[C:13]([C:14]3[CH:15]=[CH:16][N:17]=[CH:18][CH:19]=3)[C:8]([C:5]3[CH:6]=[CH:7][C:2]([F:1])=[CH:3][CH:4]=3)=[C:9]2[CH:29]=[N:28]1)[CH3:34], predict the reactants needed to synthesize it. The reactants are: [F:1][C:2]1[CH:7]=[CH:6][C:5]([C:8]2[C:13]([C:14]3[CH:19]=[CH:18][N:17]=[CH:16][CH:15]=3)=[C:12]([C:20]3[CH:25]=[CH:24][C:23]([F:26])=[CH:22][CH:21]=3)[N:11]=[C:10]3[NH:27][N:28]=[CH:29][C:9]=23)=[CH:4][CH:3]=1.[OH-].[K+].I[CH2:33][CH3:34].O.